Dataset: Full USPTO retrosynthesis dataset with 1.9M reactions from patents (1976-2016). Task: Predict the reactants needed to synthesize the given product. (1) Given the product [N:5]1([CH2:4][CH2:3][SH:13])[CH2:10][CH2:9][CH2:8][CH2:7][CH2:6]1, predict the reactants needed to synthesize it. The reactants are: Cl.Cl[CH2:3][CH2:4][N:5]1[CH2:10][CH2:9][CH2:8][CH2:7][CH2:6]1.NC(N)=[S:13].[OH-].[Na+]. (2) Given the product [CH3:7][C:8]1[CH:9]=[CH:10][C:11]([C:14]2[CH:19]=[CH:18][C:17]([CH2:20][CH2:21][CH2:22][OH:23])=[CH:16][CH:15]=2)=[N:12][CH:13]=1, predict the reactants needed to synthesize it. The reactants are: [H-].[Al+3].[Li+].[H-].[H-].[H-].[CH3:7][C:8]1[CH:9]=[CH:10][C:11]([C:14]2[CH:19]=[CH:18][C:17]([CH2:20][CH2:21][C:22](OCC)=[O:23])=[CH:16][CH:15]=2)=[N:12][CH:13]=1.S([O-])([O-])(=O)=O.[Na+].[Na+].